From a dataset of Rat liver microsome stability data. Regression/Classification. Given a drug SMILES string, predict its absorption, distribution, metabolism, or excretion properties. Task type varies by dataset: regression for continuous measurements (e.g., permeability, clearance, half-life) or binary classification for categorical outcomes (e.g., BBB penetration, CYP inhibition). Dataset: rlm. The compound is CCOc1cc(NC(=O)C2(NC(=O)c3ccc4c(C5CCCC5)c(-c5ncc(Cl)cn5)n(C)c4c3)CCC2)ccc1C=CC(=O)OCOC(=O)C(C)(C)C. The result is 0 (unstable in rat liver microsomes).